From a dataset of Catalyst prediction with 721,799 reactions and 888 catalyst types from USPTO. Predict which catalyst facilitates the given reaction. Reactant: [F:1][C:2]1[CH:3]=[C:4]2[C:8](=[CH:9][CH:10]=1)[N:7]([NH:11][C:12]([C:14]1[C:15]([CH3:26])=[N:16][C:17]([C:20]3[CH:25]=[CH:24][CH:23]=[CH:22][N:21]=3)=[N:18][CH:19]=1)=[O:13])[CH:6]=[CH:5]2.C(C1C(=O)C(Cl)=C(Cl)[C:31](=[O:32])C=1C#N)#N. Product: [F:1][C:2]1[CH:3]=[C:4]2[C:8](=[CH:9][CH:10]=1)[N:7]([NH:11][C:12]([C:14]1[C:15]([CH3:26])=[N:16][C:17]([C:20]3[CH:25]=[CH:24][CH:23]=[CH:22][N:21]=3)=[N:18][CH:19]=1)=[O:13])[CH:6]=[C:5]2[CH:31]=[O:32]. The catalyst class is: 238.